From a dataset of Forward reaction prediction with 1.9M reactions from USPTO patents (1976-2016). Predict the product of the given reaction. (1) The product is: [CH3:19][O:4][C:3](=[O:5])[CH:2]([Br:1])[C:6]1[CH:11]=[CH:10][CH:9]=[CH:8][C:7]=1[Cl:12]. Given the reactants [Br:1][CH:2]([C:6]1[CH:11]=[CH:10][CH:9]=[CH:8][C:7]=1[Cl:12])[C:3]([OH:5])=[O:4].S(=O)(=O)(O)O.O.[CH3:19]O, predict the reaction product. (2) Given the reactants [CH2:1]([O:8][C:9](=[O:31])[C@@H:10]([NH:25][C@H:26]([C:28](O)=[O:29])[CH3:27])[CH2:11][C:12]1[CH:17]=[CH:16][C:15]([C:18]2[CH:23]=[CH:22][CH:21]=[C:20]([Cl:24])[CH:19]=2)=[CH:14][CH:13]=1)[C:2]1[CH:7]=[CH:6][CH:5]=[CH:4][CH:3]=1.ClC(Cl)(OC(=O)OC(Cl)(Cl)Cl)Cl.[CH3:44][S:45]([NH2:48])(=[O:47])=[O:46], predict the reaction product. The product is: [CH2:1]([O:8][C:9](=[O:31])[C@@H:10]([NH:25][C@@H:26]([CH3:27])[C:28]([NH:48][S:45]([CH3:44])(=[O:47])=[O:46])=[O:29])[CH2:11][C:12]1[CH:17]=[CH:16][C:15]([C:18]2[CH:23]=[CH:22][CH:21]=[C:20]([Cl:24])[CH:19]=2)=[CH:14][CH:13]=1)[C:2]1[CH:7]=[CH:6][CH:5]=[CH:4][CH:3]=1. (3) The product is: [CH2:15]([C:22]1[S:26][N:25]=[C:24]([C:27]([NH:14][CH2:13][CH2:12][C:6]2[C:5]3[C:9](=[CH:10][CH:11]=[C:3]([Cl:2])[CH:4]=3)[NH:8][CH:7]=2)=[O:28])[N:23]=1)[C:16]1[CH:17]=[CH:18][CH:19]=[CH:20][CH:21]=1. Given the reactants Cl.[Cl:2][C:3]1[CH:4]=[C:5]2[C:9](=[CH:10][CH:11]=1)[NH:8][CH:7]=[C:6]2[CH2:12][CH2:13][NH2:14].[CH2:15]([C:22]1[S:26][N:25]=[C:24]([C:27](O)=[O:28])[N:23]=1)[C:16]1[CH:21]=[CH:20][CH:19]=[CH:18][CH:17]=1.CN(C(ON1N=NC2C=CC=NC1=2)=[N+](C)C)C.F[P-](F)(F)(F)(F)F.C(N(CC)C(C)C)(C)C, predict the reaction product. (4) Given the reactants Cl.[CH:2]1([CH2:5][O:6][C:7]2[CH:12]=[C:11]([O:13][CH3:14])[C:10]([F:15])=[CH:9][C:8]=2[C:16]2[C:17]3[NH:24][C:23]([CH3:25])=[C:22]([C:26]([NH:28][C@@H:29]4[CH2:34][CH2:33][NH:32][CH2:31][C@H:30]4[OH:35])=[O:27])[C:18]=3[N:19]=[CH:20][N:21]=2)[CH2:4][CH2:3]1.[CH3:36][O:37][CH2:38][C:39](Cl)=[O:40], predict the reaction product. The product is: [CH:2]1([CH2:5][O:6][C:7]2[CH:12]=[C:11]([O:13][CH3:14])[C:10]([F:15])=[CH:9][C:8]=2[C:16]2[C:17]3[NH:24][C:23]([CH3:25])=[C:22]([C:26]([NH:28][C@@H:29]4[CH2:34][CH2:33][N:32]([C:39](=[O:40])[CH2:38][O:37][CH3:36])[CH2:31][C@H:30]4[OH:35])=[O:27])[C:18]=3[N:19]=[CH:20][N:21]=2)[CH2:4][CH2:3]1. (5) Given the reactants ClC1C=CC=CC=1C1C2C(=CC=CC=2)C=C(C(NC(C)CC)=O)N=1.C1(CC(N)=O)N=[N:27][CH:28]=[C:29]2[C:37]=1[C:36]1[CH:35]=[CH:34][CH:33]=[CH:32][C:31]=1[NH:30]2, predict the reaction product. The product is: [NH:30]1[C:31]2[CH:32]=[CH:33][CH:34]=[CH:35][C:36]=2[CH:37]=[CH:29][CH:28]=[N:27]1. (6) Given the reactants [N:1]([C@@H:4]([C@H:19]([C:21]1[CH:26]=[CH:25][C:24]([F:27])=[CH:23][CH:22]=1)[CH3:20])[C:5](N1[C@@H](C2C=CC=CC=2)COC1=O)=[O:6])=[N+:2]=[N-:3].[OH2:28].OO.[OH-].[Li+], predict the reaction product. The product is: [N:1]([C@@H:4]([C@H:19]([C:21]1[CH:26]=[CH:25][C:24]([F:27])=[CH:23][CH:22]=1)[CH3:20])[C:5]([OH:6])=[O:28])=[N+:2]=[N-:3].